Dataset: Full USPTO retrosynthesis dataset with 1.9M reactions from patents (1976-2016). Task: Predict the reactants needed to synthesize the given product. Given the product [O:14]1[C:18]2[CH:19]=[CH:20][C:21]([C:23](=[O:26])[CH2:24][S:1][CH2:2][C:3]([O:5][CH2:6][CH3:7])=[O:4])=[CH:22][C:17]=2[O:16][CH2:15]1, predict the reactants needed to synthesize it. The reactants are: [SH:1][CH2:2][C:3]([O:5][CH2:6][CH3:7])=[O:4].C([O-])([O-])=O.[K+].[K+].[O:14]1[C:18]2[CH:19]=[CH:20][C:21]([C:23](=[O:26])[CH2:24]Br)=[CH:22][C:17]=2[O:16][CH2:15]1.O.